This data is from Reaction yield outcomes from USPTO patents with 853,638 reactions. The task is: Predict the reaction yield, written as a fraction of the theoretical maximum amount of product (1.0 means a 100% yield; for example, 0.34 means a 34% yield). (1) The reactants are [C:1]([CH:3]1[CH2:8][CH2:7][N:6]([C:9]([C@H:11]([NH:16][C:17]([C:19]2[C:27]3[C:22](=[N:23][CH:24]=[C:25](Br)[N:26]=3)[N:21]([CH2:29][O:30][CH2:31][CH2:32][Si:33]([CH3:36])([CH3:35])[CH3:34])[CH:20]=2)=[O:18])[C:12]([CH3:15])([CH3:14])[CH3:13])=[O:10])[CH2:5][CH2:4]1)#[N:2].[Cl:37][C:38]1[CH:39]=[C:40]2[C:44](=[CH:45][CH:46]=1)[N:43]([CH3:47])[N:42]=[C:41]2[Sn](CCCC)(CCCC)CCCC. The catalyst is CN(C=O)C.C1C=CC([P]([Pd]([P](C2C=CC=CC=2)(C2C=CC=CC=2)C2C=CC=CC=2)([P](C2C=CC=CC=2)(C2C=CC=CC=2)C2C=CC=CC=2)[P](C2C=CC=CC=2)(C2C=CC=CC=2)C2C=CC=CC=2)(C2C=CC=CC=2)C2C=CC=CC=2)=CC=1.[Cu]I. The product is [C:1]([CH:3]1[CH2:8][CH2:7][N:6]([C:9]([C@H:11]([NH:16][C:17]([C:19]2[C:27]3[C:22](=[N:23][CH:24]=[C:25]([C:41]4[C:40]5[C:44](=[CH:45][CH:46]=[C:38]([Cl:37])[CH:39]=5)[N:43]([CH3:47])[N:42]=4)[N:26]=3)[N:21]([CH2:29][O:30][CH2:31][CH2:32][Si:33]([CH3:36])([CH3:35])[CH3:34])[CH:20]=2)=[O:18])[C:12]([CH3:15])([CH3:14])[CH3:13])=[O:10])[CH2:5][CH2:4]1)#[N:2]. The yield is 0.800. (2) The reactants are [F:1][C:2]1[CH:3]=[C:4]([C:12]([O:14][CH3:15])=[O:13])[CH:5]=[C:6]2[C:11]=1[N:10]=[CH:9][CH:8]=[CH:7]2.C1C(=O)N([Cl:23])C(=O)C1.C([O-])(O)=O.[Na+].S([O-])([O-])(=O)=S.[Na+].[Na+]. The catalyst is CN(C=O)C.O. The product is [Cl:23][C:8]1[CH:9]=[N:10][C:11]2[C:6]([CH:7]=1)=[CH:5][C:4]([C:12]([O:14][CH3:15])=[O:13])=[CH:3][C:2]=2[F:1]. The yield is 0.900. (3) The reactants are [Si](O[CH2:9][C@H:10]([CH2:26][CH2:27][CH2:28][O:29]S(C)(=O)=O)[CH2:11][C@H:12]1[CH2:16][O:15][C:14]([CH3:18])([CH3:17])[N:13]1[C:19]([O:21][C:22]([CH3:25])([CH3:24])[CH3:23])=[O:20])(C(C)(C)C)(C)C.O.[F-].C([N+](CC)(CC)CC)C. The catalyst is C1COCC1.CCOC(C)=O. The product is [CH3:17][C:14]1([CH3:18])[N:13]([C:19]([O:21][C:22]([CH3:23])([CH3:24])[CH3:25])=[O:20])[C@@H:12]([CH2:11][C@H:10]2[CH2:26][CH2:27][CH2:28][O:29][CH2:9]2)[CH2:16][O:15]1. The yield is 0.540.